Predict which catalyst facilitates the given reaction. From a dataset of Catalyst prediction with 721,799 reactions and 888 catalyst types from USPTO. (1) Reactant: C(N(CC)CC)C.[CH3:8][NH:9][C:10]1([C:15]#[N:16])[CH2:14][CH2:13][CH2:12][CH2:11]1.[Cl:17][C:18]1[C:25]([CH3:26])=[C:24]([N:27]=[C:28]=[O:29])[CH:23]=[CH:22][C:19]=1[C:20]#[N:21]. Product: [Cl:17][C:18]1[C:25]([CH3:26])=[C:24]([N:27]2[C:15](=[NH:16])[C:10]3([CH2:14][CH2:13][CH2:12][CH2:11]3)[N:9]([CH3:8])[C:28]2=[O:29])[CH:23]=[CH:22][C:19]=1[C:20]#[N:21]. The catalyst class is: 4. (2) Reactant: [CH3:1][N:2]([CH2:10][CH2:11][CH:12]=O)[C:3](=[O:9])[O:4][C:5]([CH3:8])([CH3:7])[CH3:6].[C:14]([N:22]1[CH2:27][CH2:26][NH:25][CH2:24][CH2:23]1)(=[O:21])[C:15]1[CH:20]=[CH:19][CH:18]=[CH:17][CH:16]=1.[BH4-].[Na+]. Product: [C:14]([N:22]1[CH2:27][CH2:26][N:25]([CH2:12][CH2:11][CH2:10][N:2]([CH3:1])[C:3](=[O:9])[O:4][C:5]([CH3:6])([CH3:7])[CH3:8])[CH2:24][CH2:23]1)(=[O:21])[C:15]1[CH:20]=[CH:19][CH:18]=[CH:17][CH:16]=1. The catalyst class is: 5. (3) Reactant: F[C:2]1[C:3]([C:8]2[N:12]=[C:11]([C:13]3[CH:18]=[C:17]([C:19]#[N:20])[CH:16]=[C:15]([F:21])[CH:14]=3)[O:10][N:9]=2)=[N:4][CH:5]=[CH:6][CH:7]=1.[CH3:22][N:23]([CH3:29])[CH2:24][CH2:25][CH2:26][CH2:27][O-:28].[K+].O1CCOCCOCCOCCOCCOCC1. Product: [CH3:22][N:23]([CH3:29])[CH2:24][CH2:25][CH2:26][CH2:27][O:28][C:2]1[C:3]([C:8]2[N:12]=[C:11]([C:13]3[CH:14]=[C:15]([F:21])[CH:16]=[C:17]([C:19]#[N:20])[CH:18]=3)[O:10][N:9]=2)=[N:4][CH:5]=[CH:6][CH:7]=1. The catalyst class is: 9.